Dataset: Reaction yield outcomes from USPTO patents with 853,638 reactions. Task: Predict the reaction yield, written as a fraction of the theoretical maximum amount of product (1.0 means a 100% yield; for example, 0.34 means a 34% yield). (1) The reactants are [C:1]([C:3]1[CH:8]=[CH:7][C:6]([N:9]2[CH2:15][CH:14]([CH3:16])[C:13]3[O:17][N:18]=[C:19]([CH3:20])[C:12]=3[C:11]3[CH:21]=[CH:22][C:23]([C:25]4[CH:26]=[N:27][N:28]([CH2:30][C:31](O)=[O:32])[CH:29]=4)=[CH:24][C:10]2=3)=[CH:5][CH:4]=1)#[N:2].[Cl-].[NH4+].C([N:39](CC)C(C)C)(C)C.CCOC(C(C#N)=NOC(N1CCOCC1)=[N+](C)C)=O.F[P-](F)(F)(F)(F)F.NC(N)=O. The catalyst is CC(N(C)C)=O.CCOC(C)=O.CN(C=O)C. The product is [C:1]([C:3]1[CH:4]=[CH:5][C:6]([N:9]2[CH2:15][CH:14]([CH3:16])[C:13]3[O:17][N:18]=[C:19]([CH3:20])[C:12]=3[C:11]3[CH:21]=[CH:22][C:23]([C:25]4[CH:26]=[N:27][N:28]([CH2:30][C:31]([NH2:39])=[O:32])[CH:29]=4)=[CH:24][C:10]2=3)=[CH:7][CH:8]=1)#[N:2]. The yield is 0.685. (2) The catalyst is C(Cl)Cl. The yield is 0.790. The reactants are Cl.[NH2:2][CH2:3][CH2:4][NH:5][C:6](=[O:16])[C:7]1[CH:12]=[CH:11][C:10]([O:13][CH2:14][CH3:15])=[CH:9][CH:8]=1.[F:17][C:18]([F:28])([F:27])[C:19]1[C:23]([C:24](O)=[O:25])=[CH:22][NH:21][N:20]=1.CCN=C=NCCCN(C)C.Cl.C1C=CC2N(O)N=NC=2C=1.O.C(N(CC)CC)C. The product is [CH2:14]([O:13][C:10]1[CH:11]=[CH:12][C:7]([C:6]([NH:5][CH2:4][CH2:3][NH:2][C:24]([C:23]2[C:19]([C:18]([F:28])([F:17])[F:27])=[N:20][NH:21][CH:22]=2)=[O:25])=[O:16])=[CH:8][CH:9]=1)[CH3:15]. (3) The reactants are C(OC([N:8]1[C:12]2[CH:13]=[CH:14][C:15]([Br:17])=[CH:16][C:11]=2[N:10]=[C:9]1[C:18](Cl)([F:20])[F:19])=O)(C)(C)C.[F:22][C:23]([F:32])([F:31])[C:24]1[CH:29]=[CH:28][C:27]([OH:30])=[CH:26][CH:25]=1.C(N(CC)C(C)C)(C)C. No catalyst specified. The product is [Br:17][C:15]1[CH:14]=[CH:13][C:12]2[NH:8][C:9]([C:18]([F:19])([F:20])[O:30][C:27]3[CH:28]=[CH:29][C:24]([C:23]([F:22])([F:31])[F:32])=[CH:25][CH:26]=3)=[N:10][C:11]=2[CH:16]=1. The yield is 0.540. (4) The reactants are [CH:1]([C@H:14]1[CH2:19][C@@H:18](OS(C)(=O)=O)[CH2:17][CH2:16][O:15]1)([C:8]1[CH:13]=[CH:12][CH:11]=[CH:10][CH:9]=1)[C:2]1[CH:7]=[CH:6][CH:5]=[CH:4][CH:3]=1.[N-:25]=[N+:26]=[N-:27].[Na+]. The catalyst is N([C@H]1CCO[C@@H](C(C2C=CC=CC=2)C2C=CC=CC=2)C1)=[N+]=[N-]. The product is [N:25]([C@@H:18]1[CH2:17][CH2:16][O:15][C@@H:14]([CH:1]([C:8]2[CH:13]=[CH:12][CH:11]=[CH:10][CH:9]=2)[C:2]2[CH:7]=[CH:6][CH:5]=[CH:4][CH:3]=2)[CH2:19]1)=[N+:26]=[N-:27]. The yield is 0.800. (5) The reactants are [F:1][C:2]1[CH:7]=[CH:6][C:5]([CH:8]2[CH2:13][C:12](=[O:14])[NH:11][C:10]([CH3:15])=[C:9]2[C:16]([O:18]C)=[O:17])=[CH:4][CH:3]=1.[OH-].[Na+]. The catalyst is CO.O. The product is [F:1][C:2]1[CH:3]=[CH:4][C:5]([CH:8]2[CH2:13][C:12](=[O:14])[NH:11][C:10]([CH3:15])=[C:9]2[C:16]([OH:18])=[O:17])=[CH:6][CH:7]=1. The yield is 0.670. (6) The reactants are [C:1]([N:4]1[CH2:9][CH2:8][C@H:7]([NH:10][C:11](=[O:20])[O:12][CH2:13][C:14]2[CH:19]=[CH:18][CH:17]=[CH:16][CH:15]=2)[C@H:6]([O:21][CH3:22])[CH2:5]1)(=[O:3])[NH2:2].Br[CH:24]([CH2:34][CH2:35][CH3:36])[C:25](=O)[C:26]([O:28][CH2:29][CH2:30]CC)=[O:27].C(=O)(O)[O-].[Na+]. The catalyst is C1COCC1. The product is [CH2:13]([O:12][C:11]([NH:10][C@H:7]1[CH2:8][CH2:9][N:4]([C:1]2[O:3][C:24]([CH2:34][CH2:35][CH3:36])=[C:25]([C:26]([O:28][CH2:29][CH3:30])=[O:27])[N:2]=2)[CH2:5][C@H:6]1[O:21][CH3:22])=[O:20])[C:14]1[CH:15]=[CH:16][CH:17]=[CH:18][CH:19]=1. The yield is 0.700. (7) The reactants are FC(F)(F)C(O)=O.[Cl:8][C:9]1[CH:14]=[CH:13][C:12]([CH2:15][NH:16][C:17]([C:19]2[N:20]=[C:21]([N:24](C(OC(C)(C)C)=O)C(OC(C)(C)C)=O)[NH:22][CH:23]=2)=[O:18])=[C:11]([F:39])[C:10]=1[O:40][C:41]1[CH:46]=[C:45]([C:47]#[N:48])[CH:44]=[C:43]([Cl:49])[CH:42]=1. The catalyst is ClCCl. The product is [NH2:24][C:21]1[NH:22][CH:23]=[C:19]([C:17]([NH:16][CH2:15][C:12]2[CH:13]=[CH:14][C:9]([Cl:8])=[C:10]([O:40][C:41]3[CH:46]=[C:45]([C:47]#[N:48])[CH:44]=[C:43]([Cl:49])[CH:42]=3)[C:11]=2[F:39])=[O:18])[N:20]=1. The yield is 0.270. (8) The reactants are [CH2:1]([O:8][C:9]([N:11]1[CH2:16][CH2:15][CH:14]([O:17][CH2:18][C:19]([OH:21])=O)[CH2:13][CH2:12]1)=[O:10])[C:2]1[CH:7]=[CH:6][CH:5]=[CH:4][CH:3]=1.Cl.[F:23][C:24]1([F:28])[CH2:27][NH:26][CH2:25]1.CCN(C(C)C)C(C)C. The catalyst is CN(C=O)C. The product is [F:23][C:24]1([F:28])[CH2:27][N:26]([C:19](=[O:21])[CH2:18][O:17][CH:14]2[CH2:13][CH2:12][N:11]([C:9]([O:8][CH2:1][C:2]3[CH:3]=[CH:4][CH:5]=[CH:6][CH:7]=3)=[O:10])[CH2:16][CH2:15]2)[CH2:25]1. The yield is 0.651. (9) The reactants are [CH2:1]1[CH:12]2[CH:4]([NH:5][C:6]3[C:7]([C:13]([NH:15][C@@H:16]([CH3:20])[C:17](O)=[O:18])=[O:14])=[CH:8][CH:9]=[CH:10][C:11]=32)[CH2:3][CH2:2]1. The catalyst is C(O)(=O)C. The product is [CH3:20][C@@H:16]1[NH:15][C:13](=[O:14])[C:7]2=[C:6]3[C:11](=[CH:10][CH:9]=[CH:8]2)[CH:12]2[CH2:1][CH2:2][CH2:3][CH:4]2[N:5]3[C:17]1=[O:18]. The yield is 0.640. (10) The reactants are C(=O)([O-])N.Cl[C:6]([O:8][CH3:9])=[O:7].[CH3:10][O:11][C:12]([C:14]1[S:33][C:17]2[C:18]3[CH:19]=[CH:20][CH:21]=[C:22]([NH:25][CH2:26][CH:27]4[CH2:32][CH2:31][CH2:30][CH2:29][CH2:28]4)[C:23]=3[S:24][C:16]=2[C:15]=1[O:34][CH2:35][C:36]([O:38][CH2:39][CH3:40])=[O:37])=[O:13]. No catalyst specified. The product is [CH3:10][O:11][C:12]([C:14]1[S:33][C:17]2[C:18]3[CH:19]=[CH:20][CH:21]=[C:22]([N:25]([CH2:26][CH:27]4[CH2:32][CH2:31][CH2:30][CH2:29][CH2:28]4)[C:6]([O:8][CH3:9])=[O:7])[C:23]=3[S:24][C:16]=2[C:15]=1[O:34][CH2:35][C:36]([O:38][CH2:39][CH3:40])=[O:37])=[O:13]. The yield is 0.630.